From a dataset of Catalyst prediction with 721,799 reactions and 888 catalyst types from USPTO. Predict which catalyst facilitates the given reaction. (1) Reactant: [NH2:1][C:2]1[N:10]=[CH:9][CH:8]=[CH:7][C:3]=1[C:4]([OH:6])=O.ON1C2C=CC=CC=2N=N1.CN(C)CCCN=C=NCC.[NH2:32][CH2:33][C:34]1[CH:39]=[CH:38][C:37]([OH:40])=[CH:36][CH:35]=1.[OH-].[Na+:42]. Product: [NH2:1][C:2]1[C:3]([C:4]([NH:32][CH2:33][C:34]2[CH:39]=[CH:38][C:37]([O-:40])=[CH:36][CH:35]=2)=[O:6])=[CH:7][CH:8]=[CH:9][N:10]=1.[Na+:42]. The catalyst class is: 9. (2) Reactant: [Br:1][C:2]1[N:7]=[C:6]([NH:8][CH2:9][C:10]2[CH:11]=[C:12]3[C:17](=[CH:18][CH:19]=2)[N:16]=[CH:15][CH:14]=[CH:13]3)[C:5]([NH2:20])=[N:4][CH:3]=1.[N:21]([O-])=O.[Na+]. Product: [Br:1][C:2]1[N:7]=[C:6]2[N:8]([CH2:9][C:10]3[CH:11]=[C:12]4[C:17](=[CH:18][CH:19]=3)[N:16]=[CH:15][CH:14]=[CH:13]4)[N:21]=[N:20][C:5]2=[N:4][CH:3]=1. The catalyst class is: 86.